Dataset: Full USPTO retrosynthesis dataset with 1.9M reactions from patents (1976-2016). Task: Predict the reactants needed to synthesize the given product. (1) Given the product [OH:1][CH:2]1[CH2:5][N:4]([C:6]2[S:7][CH:8]=[C:9]([C:11](=[O:20])[NH:12][C@H:13]([CH2:18][O:19][Si:21]([C:24]([CH3:27])([CH3:26])[CH3:25])([CH3:23])[CH3:22])[C@@H:14]([CH3:17])[CH2:15][CH3:16])[N:10]=2)[CH2:3]1, predict the reactants needed to synthesize it. The reactants are: [OH:1][CH:2]1[CH2:5][N:4]([C:6]2[S:7][CH:8]=[C:9]([C:11](=[O:20])[NH:12][C@H:13]([CH2:18][OH:19])[C@@H:14]([CH3:17])[CH2:15][CH3:16])[N:10]=2)[CH2:3]1.[Si:21](Cl)([C:24]([CH3:27])([CH3:26])[CH3:25])([CH3:23])[CH3:22].N1C=CN=C1. (2) Given the product [F:22][C:2]([F:1])([O:8][C:9]1[CH:14]=[C:13]([F:15])[C:12]([NH2:16])=[CH:11][C:10]=1[NH2:19])[C:3]([N:5]([CH3:7])[CH3:6])=[O:4], predict the reactants needed to synthesize it. The reactants are: [F:1][C:2]([F:22])([O:8][C:9]1[CH:14]=[C:13]([F:15])[C:12]([N+:16]([O-])=O)=[CH:11][C:10]=1[N+:19]([O-])=O)[C:3]([N:5]([CH3:7])[CH3:6])=[O:4].CO.C1CCCCC1.CCOC(C)=O. (3) Given the product [C:42]([N:44]1[CH2:50][CH2:49][CH2:48][N:47]([C:16]2[CH:17]=[C:18]([C:19]3[CH:24]=[CH:23][C:22]([F:25])=[CH:21][CH:20]=3)[C:9]3[C:8](=[O:27])[N:7]([CH2:6][C:5]4[CH:4]=[C:3]([C:2]([F:36])([F:35])[F:1])[CH:30]=[C:29]([C:31]([F:34])([F:33])[F:32])[CH:28]=4)[CH2:14][CH2:13][CH2:12][O:11][C:10]=3[N:15]=2)[CH2:46][CH2:45]1)(=[O:41])[CH3:51], predict the reactants needed to synthesize it. The reactants are: [F:1][C:2]([F:36])([F:35])[C:3]1[CH:4]=[C:5]([CH:28]=[C:29]([C:31]([F:34])([F:33])[F:32])[CH:30]=1)[CH2:6][N:7]1[CH2:14][CH2:13][CH2:12][O:11][C:10]2[N:15]=[C:16](Cl)[CH:17]=[C:18]([C:19]3[CH:24]=[CH:23][C:22]([F:25])=[CH:21][CH:20]=3)[C:9]=2[C:8]1=[O:27].C([O:41][C:42]([N:44]1[CH2:50][CH2:49][CH2:48][NH:47][CH2:46][CH2:45]1)=O)(C)(C)C.[C:51](OC(=O)C)(=O)C. (4) Given the product [CH2:52]([N:18]([CH:19]([C:25]([C:32]1[CH:37]=[CH:36][CH:35]=[CH:34][CH:33]=1)([C:38]1[CH:39]=[CH:40][CH:41]=[CH:42][CH:43]=1)[O:26][SiH2:27][C:28]([CH3:31])([CH3:30])[CH3:29])[C:20]([OH:24])([CH3:23])[CH:21]=[CH2:22])[S:15]([C:12]1[CH:11]=[CH:10][C:9]([O:8][CH2:1][C:2]2[CH:3]=[CH:4][CH:5]=[CH:6][CH:7]=2)=[CH:14][CH:13]=1)(=[O:17])=[O:16])[CH:51]=[CH2:50], predict the reactants needed to synthesize it. The reactants are: [CH2:1]([O:8][C:9]1[CH:14]=[CH:13][C:12]([S:15]([NH:18][CH:19]([C:25]([C:38]2[CH:43]=[CH:42][CH:41]=[CH:40][CH:39]=2)([C:32]2[CH:37]=[CH:36][CH:35]=[CH:34][CH:33]=2)[O:26][SiH2:27][C:28]([CH3:31])([CH3:30])[CH3:29])[C:20]([OH:24])([CH3:23])[CH:21]=[CH2:22])(=[O:17])=[O:16])=[CH:11][CH:10]=1)[C:2]1[CH:7]=[CH:6][CH:5]=[CH:4][CH:3]=1.C(=O)([O-])[O-].[Cs+].[Cs+].[CH2:50](Br)[CH:51]=[CH2:52].